From a dataset of Full USPTO retrosynthesis dataset with 1.9M reactions from patents (1976-2016). Predict the reactants needed to synthesize the given product. (1) Given the product [Cl:28][C:26]1[CH:25]=[CH:24][C:23]([O:29][CH2:30][C:31]2[CH:36]=[CH:35][C:34]([Cl:37])=[CH:33][C:32]=2[F:38])=[C:22]([CH:27]=1)[CH2:21][N:7]1[C:15]2[CH:14]=[CH:13][CH:12]=[C:11]([C:16]([O:18][CH3:19])=[O:17])[C:10]=2[CH2:9][CH2:8]1, predict the reactants needed to synthesize it. The reactants are: C([O-])([O-])=O.[K+].[K+].[NH:7]1[C:15]2[CH:14]=[CH:13][CH:12]=[C:11]([C:16]([O:18][CH3:19])=[O:17])[C:10]=2[CH2:9][CH2:8]1.Br[CH2:21][C:22]1[CH:27]=[C:26]([Cl:28])[CH:25]=[CH:24][C:23]=1[O:29][CH2:30][C:31]1[CH:36]=[CH:35][C:34]([Cl:37])=[CH:33][C:32]=1[F:38].C(Cl)Cl. (2) The reactants are: [OH:1][CH:2]1[CH2:7][CH2:6][N:5]([C:8]2[S:9][C:10]([C:19]3[CH:24]=[CH:23][NH:22][C:21](=[O:25])[CH:20]=3)=[C:11]([C:13]3[CH:18]=[CH:17][N:16]=[CH:15][CH:14]=3)[N:12]=2)[CH2:4][CH2:3]1. Given the product [OH:1][CH:2]1[CH2:3][CH2:4][N:5]([C:8]2[S:9][C:10]3[C:11]([N:12]=2)=[C:13]2[C:18](=[C:20]4[C:19]=3[CH:24]=[CH:23][NH:22][C:21]4=[O:25])[CH:17]=[N:16][CH:15]=[CH:14]2)[CH2:6][CH2:7]1, predict the reactants needed to synthesize it.